Predict which catalyst facilitates the given reaction. From a dataset of Catalyst prediction with 721,799 reactions and 888 catalyst types from USPTO. (1) Reactant: [Cl:1][C:2]1[CH:19]=[CH:18][C:5]([C:6]([NH:8][CH2:9][CH2:10][C:11]2[CH:16]=[CH:15][CH:14]=[C:13]([OH:17])[CH:12]=2)=[O:7])=[CH:4][C:3]=1[C:20]([F:23])([F:22])[F:21].C([O-])([O-])=O.[Cs+].[Cs+].Cl[C:31]1[CH:36]=[CH:35][N:34]=[C:33]([C:37]([NH:39][CH3:40])=[O:38])[CH:32]=1. Product: [Cl:1][C:2]1[CH:19]=[CH:18][C:5]([C:6]([NH:8][CH2:9][CH2:10][C:11]2[CH:12]=[C:13]([CH:14]=[CH:15][CH:16]=2)[O:17][C:31]2[CH:36]=[CH:35][N:34]=[C:33]([C:37]([NH:39][CH3:40])=[O:38])[CH:32]=2)=[O:7])=[CH:4][C:3]=1[C:20]([F:21])([F:22])[F:23]. The catalyst class is: 31. (2) Reactant: [F:1][C:2]1[C:10]2[C:9]([CH3:12])([CH3:11])[O:8][B:7]([OH:13])[C:6]=2[CH:5]=[C:4]([CH3:14])[CH:3]=1.C(OOC(=O)C1C=CC=CC=1)(=[O:22])C1C=CC=CC=1.C1C(=O)N(Br)C(=O)C1.C([O-])([O-])=O.[Na+].[Na+].Cl. Product: [F:1][C:2]1[C:10]2[C:9]([CH3:11])([CH3:12])[O:8][B:7]([OH:13])[C:6]=2[CH:5]=[C:4]([CH:14]=[O:22])[CH:3]=1. The catalyst class is: 53. (3) Reactant: [CH3:1][O:2][C:3]1[CH:22]=[CH:21][C:6]([C:7]([CH:9]2[CH2:14][CH2:13][N:12]([CH:15]3[CH2:19][CH2:18][NH:17][C:16]3=[O:20])[CH2:11][CH2:10]2)=[O:8])=[CH:5][CH:4]=1.Cl[CH2:24][C:25]1[NH:26][C:27](=[O:34])[C:28]2[S:33][CH:32]=[CH:31][C:29]=2[N:30]=1.[H-].[Na+]. Product: [CH3:1][O:2][C:3]1[CH:4]=[CH:5][C:6]([C:7]([CH:9]2[CH2:14][CH2:13][N:12]([CH:15]3[CH2:19][CH2:18][N:17]([CH2:24][C:25]4[NH:26][C:27](=[O:34])[CH:28]5[S:33][CH:32]=[CH:31][CH:29]5[N:30]=4)[C:16]3=[O:20])[CH2:11][CH2:10]2)=[O:8])=[CH:21][CH:22]=1. The catalyst class is: 116. (4) Reactant: [O:1]=[C:2]1[CH:7]=[CH:6][CH:5]=[CH:4][N:3]1[CH2:8][C:9]1[CH:23]=[CH:22][C:12]([CH2:13][N:14]2[CH:18]=[C:17]([C:19](O)=[O:20])[CH:16]=[N:15]2)=[CH:11][CH:10]=1.CN(C(ON1N=NC2C=CC=NC1=2)=[N+](C)C)C.F[P-](F)(F)(F)(F)F.[NH2:48][CH2:49][C:50]1[CH:51]=[C:52]2[C:57](=[CH:58][CH:59]=1)[C:56]([NH2:60])=[N:55][CH:54]=[CH:53]2.C(N(CC)C(C)C)(C)C. Product: [NH2:60][C:56]1[C:57]2[C:52](=[CH:51][C:50]([CH2:49][NH:48][C:19]([C:17]3[CH:16]=[N:15][N:14]([CH2:13][C:12]4[CH:11]=[CH:10][C:9]([CH2:8][N:3]5[CH:4]=[CH:5][CH:6]=[CH:7][C:2]5=[O:1])=[CH:23][CH:22]=4)[CH:18]=3)=[O:20])=[CH:59][CH:58]=2)[CH:53]=[CH:54][N:55]=1. The catalyst class is: 366. (5) Reactant: [BH4-].[Na+].[N:3]1[CH:8]=[CH:7][N:6]=[C:5]([C:9]2[CH:14]=[CH:13][C:12](/[CH:15]=[CH:16]/[CH:17]=[O:18])=[CH:11][CH:10]=2)[CH:4]=1. Product: [N:6]1[CH:7]=[CH:8][N:3]=[CH:4][C:5]=1[C:9]1[CH:10]=[CH:11][C:12]([CH:15]=[CH:16][CH2:17][OH:18])=[CH:13][CH:14]=1. The catalyst class is: 8. (6) Reactant: [Cl:1][C:2]1[C:10]([Cl:11])=[C:9]2[C:5]([CH2:6][C:7]([CH3:13])([CH3:12])[CH2:8]2)=[CH:4][C:3]=1[O:14][C:15]([C:17]1[CH:24]=[CH:23][C:20]([C:21]#[N:22])=[CH:19][CH:18]=1)=O.C[Si]([N:29]=[N+:30]=[N-:31])(C)C.C([Sn](=[O:41])CCCC)CCC. Product: [Cl:1][C:2]1[C:10]([Cl:11])=[C:9]2[C:5]([CH2:6][C:7]([CH3:13])([CH3:12])[C:8]2=[O:41])=[CH:4][C:3]=1[O:14][CH2:15][C:17]1[CH:24]=[CH:23][C:20]([C:21]2[N:29]=[N:30][NH:31][N:22]=2)=[CH:19][CH:18]=1. The catalyst class is: 11.